Dataset: NCI-60 drug combinations with 297,098 pairs across 59 cell lines. Task: Regression. Given two drug SMILES strings and cell line genomic features, predict the synergy score measuring deviation from expected non-interaction effect. Drug 1: C1CCC(C1)C(CC#N)N2C=C(C=N2)C3=C4C=CNC4=NC=N3. Drug 2: CCC(=C(C1=CC=CC=C1)C2=CC=C(C=C2)OCCN(C)C)C3=CC=CC=C3.C(C(=O)O)C(CC(=O)O)(C(=O)O)O. Cell line: SK-MEL-28. Synergy scores: CSS=-8.81, Synergy_ZIP=2.76, Synergy_Bliss=1.00, Synergy_Loewe=-4.57, Synergy_HSA=-3.68.